From a dataset of Reaction yield outcomes from USPTO patents with 853,638 reactions. Predict the reaction yield, written as a fraction of the theoretical maximum amount of product (1.0 means a 100% yield; for example, 0.34 means a 34% yield). (1) The reactants are [N:1]1[CH:6]=[CH:5][C:4]([CH3:7])=[CH:3][C:2]=1[CH3:8].[Li]CCCC.C(NCC)C.[CH3:19][N:20]([CH:22]=O)[CH3:21]. The catalyst is C1COCC1. The product is [CH3:19][N:20]([CH3:22])[CH:21]=[CH:7][C:4]1[CH:5]=[CH:6][N:1]=[C:2]([CH3:8])[CH:3]=1. The yield is 0.910. (2) The reactants are C[O:2][C:3](=[O:34])[CH2:4][C:5]1[C:14]([CH3:15])=[C:13]([CH:16]2[CH2:21][CH2:20][N:19]([C:22](=[O:32])[NH:23][C:24]3[CH:29]=[CH:28][CH:27]=[CH:26][C:25]=3[O:30][CH3:31])[CH2:18][CH2:17]2)[C:12]2[C:7](=[CH:8][CH:9]=[C:10]([F:33])[CH:11]=2)[CH:6]=1.O.[OH-].[Li+]. The catalyst is C1COCC1.O. The product is [F:33][C:10]1[CH:11]=[C:12]2[C:7](=[CH:8][CH:9]=1)[CH:6]=[C:5]([CH2:4][C:3]([OH:34])=[O:2])[C:14]([CH3:15])=[C:13]2[CH:16]1[CH2:21][CH2:20][N:19]([C:22](=[O:32])[NH:23][C:24]2[CH:29]=[CH:28][CH:27]=[CH:26][C:25]=2[O:30][CH3:31])[CH2:18][CH2:17]1. The yield is 0.830. (3) The reactants are [F:1][C:2]1[CH:3]=[C:4]([NH2:24])[CH:5]=[CH:6][C:7]=1[O:8][C:9]1[CH:14]=[CH:13][N:12]=[C:11]2[CH:15]=[C:16]([C:18]3[N:19]([CH3:23])[CH:20]=[CH:21][N:22]=3)[S:17][C:10]=12.[O:25]=[C:26]([NH:31][C:32]1[CH:37]=[CH:36][CH:35]=[CH:34][CH:33]=1)[CH2:27][C:28](O)=[O:29].F[P-](F)(F)(F)(F)F.N1(O[P+](N(C)C)(N(C)C)N(C)C)C2C=CC=CC=2N=N1.CCN(C(C)C)C(C)C. The catalyst is CN(C=O)C. The product is [F:1][C:2]1[CH:3]=[C:4]([NH:24][C:28](=[O:29])[CH2:27][C:26]([NH:31][C:32]2[CH:33]=[CH:34][CH:35]=[CH:36][CH:37]=2)=[O:25])[CH:5]=[CH:6][C:7]=1[O:8][C:9]1[CH:14]=[CH:13][N:12]=[C:11]2[CH:15]=[C:16]([C:18]3[N:19]([CH3:23])[CH:20]=[CH:21][N:22]=3)[S:17][C:10]=12. The yield is 0.0900. (4) The reactants are [CH3:1][O:2][C:3]1[CH:4]=[C:5]([SH:9])[CH:6]=[CH:7][CH:8]=1.[C:10](OCC)(=[O:15])[CH2:11][C:12]([CH3:14])=O. No catalyst specified. The product is [CH3:1][O:2][C:3]1[CH:4]=[C:5]2[C:6]([C:10](=[O:15])[CH:11]=[C:12]([CH3:14])[S:9]2)=[CH:7][CH:8]=1. The yield is 0.0400. (5) The reactants are [C:1]1([C:7]2[N:8]=[N:9][NH:10][N:11]=2)[CH:6]=[CH:5][CH:4]=[CH:3][CH:2]=1.[N:12]1[CH:17]=[CH:16][CH:15]=[CH:14][C:13]=1[C:18]#[C:19][CH2:20][CH2:21]O.C1(P(C2C=CC=CC=2)C2C=CC=CC=2)C=CC=CC=1. The catalyst is C(Cl)Cl. The product is [C:1]1([C:7]2[N:8]=[N:9][N:10]([CH2:21][CH2:20][C:19]#[C:18][C:13]3[CH:14]=[CH:15][CH:16]=[CH:17][N:12]=3)[N:11]=2)[CH:2]=[CH:3][CH:4]=[CH:5][CH:6]=1. The yield is 0.510. (6) The reactants are ClC(Cl)(Cl)CO[C:5](=[O:35])[NH:6][C:7]1[N:8]([C:16]2[CH:21]=[CH:20][C:19]([O:22][Si:23]([CH:30]([CH3:32])[CH3:31])([CH:27]([CH3:29])[CH3:28])[CH:24]([CH3:26])[CH3:25])=[C:18]([CH2:33][OH:34])[CH:17]=2)[N:9]=[C:10]([C:12]([CH3:15])([CH3:14])[CH3:13])[CH:11]=1.[CH3:38][C@H:39]1[CH2:44][CH2:43][CH2:42][CH2:41][N:40]1[C:45]1[N:49]2[CH:50]=[C:51]([O:54][C@H:55]3[C:64]4[C:59](=[CH:60][CH:61]=[CH:62][CH:63]=4)[C@@H:58]([NH2:65])[CH2:57][CH2:56]3)[CH:52]=[CH:53][C:48]2=[N:47][N:46]=1.CCN(C(C)C)C(C)C. The catalyst is O1CCOCC1. The product is [C:12]([C:10]1[CH:11]=[C:7]([NH:6][C:5]([NH:65][C@@H:58]2[C:59]3[C:64](=[CH:63][CH:62]=[CH:61][CH:60]=3)[C@H:55]([O:54][C:51]3[CH:52]=[CH:53][C:48]4[N:49]([C:45]([N:40]5[CH2:41][CH2:42][CH2:43][CH2:44][C@@H:39]5[CH3:38])=[N:46][N:47]=4)[CH:50]=3)[CH2:56][CH2:57]2)=[O:35])[N:8]([C:16]2[CH:21]=[CH:20][C:19]([O:22][Si:23]([CH:30]([CH3:32])[CH3:31])([CH:24]([CH3:26])[CH3:25])[CH:27]([CH3:29])[CH3:28])=[C:18]([CH2:33][OH:34])[CH:17]=2)[N:9]=1)([CH3:14])([CH3:15])[CH3:13]. The yield is 0.580. (7) The reactants are N1[CH2:7][CH2:6][CH2:5][C@H:2]1[CH2:3][OH:4].[C:8]1(B(O)O)[CH:13]=[CH:12][CH:11]=[CH:10][CH:9]=1.C[Si]([N-][Si](C)(C)C)(C)C.[K+].ClC1CCOCC1. The catalyst is CCOC(C)=O.Cl[Ni]Cl.C(COC)OC.CC(O)C. The product is [C:8]1([CH:5]2[CH2:6][CH2:7][O:4][CH2:3][CH2:2]2)[CH:13]=[CH:12][CH:11]=[CH:10][CH:9]=1. The yield is 0.480. (8) The reactants are [C:1]([NH:5][C:6]([C:8]1[C:12]2=[N:13][C:14]([C:17]3[C:25]4[C:20](=[CH:21][CH:22]=[C:23]([O:26][CH:27]([F:29])[F:28])[CH:24]=4)[NH:19][N:18]=3)=[CH:15][N:16]=[C:11]2[N:10]([C:30]([C:43]2[CH:48]=[CH:47][CH:46]=[CH:45][CH:44]=2)([C:37]2[CH:42]=[CH:41][CH:40]=[CH:39][CH:38]=2)[C:31]2[CH:36]=[CH:35][CH:34]=[CH:33][CH:32]=2)[CH:9]=1)=[O:7])([CH3:4])([CH3:3])[CH3:2].C([O-])([O-])=O.[K+].[K+].Cl[CH2:56][CH2:57][CH2:58][C:59]([CH3:64])([N+:61]([O-:63])=[O:62])[CH3:60]. The catalyst is CN(C=O)C. The product is [C:1]([NH:5][C:6]([C:8]1[C:12]2=[N:13][C:14]([C:17]3[C:25]4[C:20](=[CH:21][CH:22]=[C:23]([O:26][CH:27]([F:29])[F:28])[CH:24]=4)[N:19]([CH2:56][CH2:57][CH2:58][C:59]([CH3:64])([N+:61]([O-:63])=[O:62])[CH3:60])[N:18]=3)=[CH:15][N:16]=[C:11]2[N:10]([C:30]([C:37]2[CH:42]=[CH:41][CH:40]=[CH:39][CH:38]=2)([C:31]2[CH:32]=[CH:33][CH:34]=[CH:35][CH:36]=2)[C:43]2[CH:48]=[CH:47][CH:46]=[CH:45][CH:44]=2)[CH:9]=1)=[O:7])([CH3:4])([CH3:2])[CH3:3]. The yield is 0.690. (9) The reactants are [CH3:1][S:2][C:3]1[N:8]=[C:7]([C:9]2[CH:14]=[CH:13][CH:12]=[CH:11][N:10]=2)[C:6]([OH:15])=[CH:5][CH:4]=1.Cl[C:17]1[C:26]2[C:21](=[CH:22][C:23]([O:29][CH3:30])=[C:24]([O:27][CH3:28])[CH:25]=2)[N:20]=[CH:19][CH:18]=1.C(=O)([O-])[O-].[Cs+].[Cs+]. The catalyst is CN(C)C1C=CN=CC=1.O. The product is [CH3:28][O:27][C:24]1[CH:25]=[C:26]2[C:21](=[CH:22][C:23]=1[O:29][CH3:30])[N:20]=[CH:19][CH:18]=[C:17]2[O:15][C:6]1[C:7]([C:9]2[CH:14]=[CH:13][CH:12]=[CH:11][N:10]=2)=[N:8][C:3]([S:2][CH3:1])=[CH:4][CH:5]=1. The yield is 0.0800.